From a dataset of CYP1A2 inhibition data for predicting drug metabolism from PubChem BioAssay. Regression/Classification. Given a drug SMILES string, predict its absorption, distribution, metabolism, or excretion properties. Task type varies by dataset: regression for continuous measurements (e.g., permeability, clearance, half-life) or binary classification for categorical outcomes (e.g., BBB penetration, CYP inhibition). Dataset: cyp1a2_veith. (1) The drug is O=C(Nc1ccccc1)OCc1cc(-c2ccc(Cl)cc2)on1. The result is 1 (inhibitor). (2) The drug is O=S1(=O)N(CCN2CC=C(c3c[nH]c4cc(F)ccc34)CC2)c2cccc3c2N1CCC3. The result is 1 (inhibitor). (3) The compound is CCCCn1nc2cc(C(=O)NCC3CC3)ccc2c1OCC. The result is 0 (non-inhibitor). (4) The drug is COC(=O)c1ccccc1OCCCOc1ccc(C=O)cc1OC. The result is 1 (inhibitor).